The task is: Predict the product of the given reaction.. This data is from Forward reaction prediction with 1.9M reactions from USPTO patents (1976-2016). Given the reactants [C:1]12([C:11](Cl)=[O:12])[CH2:10][CH:5]3[CH2:6][CH:7]([CH2:9][CH:3]([CH2:4]3)[CH2:2]1)[CH2:8]2.[NH2:14][C:15]1[CH:20]=[CH:19][C:18]([C:21]2[NH:22][C:23]([C:26]3[CH:40]=[CH:39][C:29]([C:30]([NH:32][CH:33]4[CH2:38][CH2:37][CH2:36][CH2:35][CH2:34]4)=[O:31])=[CH:28][CH:27]=3)=[CH:24][N:25]=2)=[CH:17][CH:16]=1, predict the reaction product. The product is: [CH:33]1([NH:32][C:30](=[O:31])[C:29]2[CH:28]=[CH:27][C:26]([C:23]3[NH:22][C:21]([C:18]4[CH:17]=[CH:16][C:15]([NH:14][C:11]([C:1]56[CH2:10][CH:5]7[CH2:6][CH:7]([CH2:9][CH:3]([CH2:4]7)[CH2:2]5)[CH2:8]6)=[O:12])=[CH:20][CH:19]=4)=[N:25][CH:24]=3)=[CH:40][CH:39]=2)[CH2:38][CH2:37][CH2:36][CH2:35][CH2:34]1.